Task: Predict the product of the given reaction.. Dataset: Forward reaction prediction with 1.9M reactions from USPTO patents (1976-2016) Given the reactants [NH2:1][CH2:2][CH2:3][CH2:4][NH:5][C:6]([CH:8]1[CH:12]([C:13]2[CH:18]=[CH:17][CH:16]=[C:15]([Cl:19])[CH:14]=2)[C:11]([C:22]2[CH:27]=[CH:26][C:25]([Cl:28])=[CH:24][CH:23]=2)([C:20]#[N:21])[CH:10]([CH2:29][C:30]([CH3:33])([CH3:32])[CH3:31])[NH:9]1)=[O:7].[CH3:34][S:35](Cl)(=[O:37])=[O:36].CN(C1C=CC=CN=1)C, predict the reaction product. The product is: [CH3:34][S:35]([NH:1][CH2:2][CH2:3][CH2:4][NH:5][C:6]([CH:8]1[CH:12]([C:13]2[CH:18]=[CH:17][CH:16]=[C:15]([Cl:19])[CH:14]=2)[C:11]([C:22]2[CH:27]=[CH:26][C:25]([Cl:28])=[CH:24][CH:23]=2)([C:20]#[N:21])[CH:10]([CH2:29][C:30]([CH3:33])([CH3:32])[CH3:31])[NH:9]1)=[O:7])(=[O:37])=[O:36].